From a dataset of Forward reaction prediction with 1.9M reactions from USPTO patents (1976-2016). Predict the product of the given reaction. (1) Given the reactants [CH3:1][O:2][C:3]1[CH:4]=[CH:5][C:6]([CH:10]2[CH2:19][CH2:18][C:17]3[C:12](=[CH:13][CH:14]=[C:15]([O:20][CH3:21])[CH:16]=3)[CH2:11]2)=[C:7]([NH2:9])[CH:8]=1.Cl.[N:23]1([CH2:29][CH2:30][O:31][C:32]2[CH:40]=[CH:39][C:35]([C:36](Cl)=O)=[CH:34][CH:33]=2)[CH2:28][CH2:27][CH2:26][CH2:25][CH2:24]1, predict the reaction product. The product is: [CH3:1][O:2][C:3]1[CH:4]=[CH:5][C:6]([CH:10]2[CH2:19][CH2:18][C:17]3[C:12](=[CH:13][CH:14]=[C:15]([O:20][CH3:21])[CH:16]=3)[CH2:11]2)=[C:7]([NH:9][CH2:36][C:35]2[CH:34]=[CH:33][C:32]([O:31][CH2:30][CH2:29][N:23]3[CH2:28][CH2:27][CH2:26][CH2:25][CH2:24]3)=[CH:40][CH:39]=2)[CH:8]=1. (2) Given the reactants C([O:3][C:4](=O)[C@@:5]([OH:33])([CH3:32])[CH2:6][N:7]([CH2:17][C:18]1[CH:23]=[CH:22][C:21]([C:24]2[CH:29]=[C:28]([Cl:30])[CH:27]=[CH:26][C:25]=2[F:31])=[CH:20][CH:19]=1)[NH:8][C:9]([C:11]1[O:15][N:14]=[C:13]([OH:16])[CH:12]=1)=[O:10])C.[CH2:35]([OH:39])[CH:36]([CH3:38])[CH3:37].Cl.O1CCOCC1, predict the reaction product. The product is: [CH2:35]([O:39][C:4](=[O:3])[C@@:5]([OH:33])([CH3:32])[CH2:6][N:7]([CH2:17][C:18]1[CH:19]=[CH:20][C:21]([C:24]2[CH:29]=[C:28]([Cl:30])[CH:27]=[CH:26][C:25]=2[F:31])=[CH:22][CH:23]=1)[NH:8][C:9]([C:11]1[O:15][N:14]=[C:13]([OH:16])[CH:12]=1)=[O:10])[CH:36]([CH3:38])[CH3:37]. (3) Given the reactants Cl.[NH2:2][C@@H:3]1[CH2:11][O:10][CH2:9][C@H:8]([O:12][CH2:13][C:14]2[CH:19]=[CH:18][CH:17]=[CH:16][CH:15]=2)[C@@H:7]([O:20][CH2:21][C:22]2[CH:27]=[CH:26][CH:25]=[CH:24][CH:23]=2)[C@@H:6]([CH3:28])[O:5][C:4]1=[O:29].[OH:30][C:31]1[C:32]([C:39](O)=[O:40])=[N:33][CH:34]=[CH:35][C:36]=1[O:37][CH3:38].CN1CCOCC1.CN(C(ON1N=NC2C=CC=NC1=2)=[N+](C)C)C.F[P-](F)(F)(F)(F)F, predict the reaction product. The product is: [CH2:13]([O:12][C@@H:8]1[C@@H:7]([O:20][CH2:21][C:22]2[CH:27]=[CH:26][CH:25]=[CH:24][CH:23]=2)[C@@H:6]([CH3:28])[O:5][C:4](=[O:29])[C@H:3]([NH:2][C:39](=[O:40])[C:32]2[C:31]([OH:30])=[C:36]([O:37][CH3:38])[CH:35]=[CH:34][N:33]=2)[CH2:11][O:10][CH2:9]1)[C:14]1[CH:19]=[CH:18][CH:17]=[CH:16][CH:15]=1. (4) Given the reactants [Br:1][C:2]1[CH:33]=[CH:32][C:31]([F:34])=[CH:30][C:3]=1[O:4][CH:5]1[CH2:10][CH2:9][N:8]([C:11]2[N:12]=[CH:13][C:14]([C:17]3[N:18]=[N:19][N:20]([CH2:22][C:23]([O:25]C(C)(C)C)=[O:24])[N:21]=3)=[N:15][CH:16]=2)[CH2:7][CH2:6]1, predict the reaction product. The product is: [Br:1][C:2]1[CH:33]=[CH:32][C:31]([F:34])=[CH:30][C:3]=1[O:4][CH:5]1[CH2:10][CH2:9][N:8]([C:11]2[N:12]=[CH:13][C:14]([C:17]3[N:18]=[N:19][N:20]([CH2:22][C:23]([OH:25])=[O:24])[N:21]=3)=[N:15][CH:16]=2)[CH2:7][CH2:6]1. (5) Given the reactants [C:1]([C:3]1[CH:12]=[CH:11][C:6]([C:7]([O:9][CH3:10])=[O:8])=[C:5]([O:13][CH3:14])[CH:4]=1)#[N:2].[NH2:15][OH:16], predict the reaction product. The product is: [NH2:2][C:1](=[N:15][OH:16])[C:3]1[CH:12]=[CH:11][C:6]([C:7]([O:9][CH3:10])=[O:8])=[C:5]([O:13][CH3:14])[CH:4]=1. (6) Given the reactants [OH:1][C:2]1[CH:7]=[CH:6][C:5]([C:8]23[CH2:18][C:12]4([CH3:19])[CH2:13][C:14]([CH3:17])([CH2:16][C:10]([C:20]56[CH2:30][C:24]7([CH3:31])[CH2:25][C:26]([CH3:29])([CH2:28][C:22]([C:32]8[CH:37]=[CH:36][C:35]([OH:38])=[CH:34][CH:33]=8)([CH2:23]7)[CH2:21]5)[CH2:27]6)([CH2:11]4)[CH2:9]2)[CH2:15]3)=[CH:4][CH:3]=1.Br[CH2:40][C:41]#[CH:42].[OH-].[Na+].O1C[CH2:48][CH2:47][CH2:46]1, predict the reaction product. The product is: [CH3:19][C:12]12[CH2:18][C:8]3([C:5]4[CH:4]=[CH:3][C:2]([O:1][CH2:40][C:41]#[CH:42])=[CH:7][CH:6]=4)[CH2:15][C:14]([CH3:17])([CH2:16][C:10]([C:20]45[CH2:30][C:24]6([CH3:31])[CH2:23][C:22]([C:32]7[CH:37]=[CH:36][C:35]([O:38][CH2:48][C:47]#[CH:46])=[CH:34][CH:33]=7)([CH2:28][C:26]([CH3:29])([CH2:25]6)[CH2:27]4)[CH2:21]5)([CH2:9]3)[CH2:11]1)[CH2:13]2. (7) Given the reactants C(S(/N=C/[C@H]1CCCN1C(OC(C)(C)C)=O)=O)(C)(C)C.[NH2:21][CH:22]([C:35]1[CH:40]=[CH:39][C:38]([S:41][CH2:42][CH:43]2[CH2:45][CH2:44]2)=[CH:37][CH:36]=1)[C@@H:23]1[CH2:27][CH2:26][CH2:25][N:24]1[C:28]([O:30][C:31]([CH3:34])([CH3:33])[CH3:32])=[O:29], predict the reaction product. The product is: [NH2:21][CH:22]([C:35]1[CH:40]=[CH:39][C:38]([S:41][CH2:42][CH:43]2[CH2:45][CH2:44]2)=[CH:37][CH:36]=1)[C@H:23]1[CH2:27][CH2:26][CH2:25][N:24]1[C:28]([O:30][C:31]([CH3:34])([CH3:33])[CH3:32])=[O:29]. (8) The product is: [CH2:1]([O:3][C:4](=[O:9])[CH:5]([NH2:10])[C:6]([CH3:8])=[O:7])[CH3:2]. Given the reactants [CH2:1]([O:3][C:4](=[O:9])[CH2:5][C:6]([CH3:8])=[O:7])[CH3:2].[N:10]([O-])=O.[Na+], predict the reaction product. (9) Given the reactants [F:1][C:2]([F:21])([F:20])[O:3][C:4]1[CH:9]=[CH:8][C:7]([C:10]2[O:14][N:13]=[CH:12][C:11]=2[C:15](OCC)=[O:16])=[CH:6][CH:5]=1.[H-].C([Al+]CC(C)C)C(C)C.Cl, predict the reaction product. The product is: [F:21][C:2]([F:1])([F:20])[O:3][C:4]1[CH:9]=[CH:8][C:7]([C:10]2[O:14][N:13]=[CH:12][C:11]=2[CH2:15][OH:16])=[CH:6][CH:5]=1.